Regression. Given a peptide amino acid sequence and an MHC pseudo amino acid sequence, predict their binding affinity value. This is MHC class I binding data. From a dataset of Peptide-MHC class I binding affinity with 185,985 pairs from IEDB/IMGT. (1) The peptide sequence is LLFASMGFK. The MHC is HLA-A02:03 with pseudo-sequence HLA-A02:03. The binding affinity (normalized) is 0.518. (2) The binding affinity (normalized) is 0.402. The peptide sequence is KSINVEYRF. The MHC is HLA-A24:02 with pseudo-sequence HLA-A24:02. (3) The peptide sequence is KEKGGLEGL. The MHC is HLA-B35:03 with pseudo-sequence HLA-B35:03. The binding affinity (normalized) is 0. (4) The peptide sequence is ARRHRILDMYLE. The MHC is Mamu-B03 with pseudo-sequence Mamu-B03. The binding affinity (normalized) is 0.404. (5) The peptide sequence is LTSNCTRTT. The MHC is HLA-A02:03 with pseudo-sequence HLA-A02:03. The binding affinity (normalized) is 0.0484. (6) The binding affinity (normalized) is 0.391. The MHC is HLA-B08:01 with pseudo-sequence HLA-B08:01. The peptide sequence is LTIACRVSL.